Dataset: Full USPTO retrosynthesis dataset with 1.9M reactions from patents (1976-2016). Task: Predict the reactants needed to synthesize the given product. Given the product [C:42]([O:41][C:39]([NH:38][C@@H:17]([CH2:16][C:13]1[CH:14]=[CH:15][C:10]([OH:9])=[CH:11][CH:12]=1)[C:18]([O:20][C@@H:21]1[CH:26]2[CH2:27][CH2:28][N:23]([CH2:24][CH2:25]2)[CH2:22]1)=[O:19])=[O:40])([CH3:45])([CH3:43])[CH3:44], predict the reactants needed to synthesize it. The reactants are: [Br-].C([O:9][C:10]1[CH:15]=[CH:14][C:13]([CH2:16][C@H:17]([NH:38][C:39]([O:41][C:42]([CH3:45])([CH3:44])[CH3:43])=[O:40])[C:18]([O:20][C@@H:21]2[CH:26]3[CH2:27][CH2:28][N+:23](CC(=O)C4C=CC=CC=4)([CH2:24][CH2:25]3)[CH2:22]2)=[O:19])=[CH:12][CH:11]=1)C1C=CC=CC=1.